Predict the reactants needed to synthesize the given product. From a dataset of Full USPTO retrosynthesis dataset with 1.9M reactions from patents (1976-2016). (1) Given the product [CH2:2]([O:9][C:10]([N:12]1[CH2:13][CH2:14][CH:15]([CH2:18][CH2:19][C:20]([N:44]2[CH2:54][CH2:53][CH2:52][C@@H:46]([C:47]([OH:49])=[O:48])[CH2:45]2)=[O:22])[CH2:16][CH2:17]1)=[O:11])[C:3]1[CH:4]=[CH:5][CH:6]=[CH:7][CH:8]=1, predict the reactants needed to synthesize it. The reactants are: [Ca+2].[CH2:2]([O:9][C:10]([N:12]1[CH2:17][CH2:16][CH:15]([CH2:18][CH2:19][C:20]([O-:22])=O)[CH2:14][CH2:13]1)=[O:11])[C:3]1[CH:8]=[CH:7][CH:6]=[CH:5][CH:4]=1.[CH2:2]([O:9][C:10]([N:12]1[CH2:17][CH2:16][CH:15]([CH2:18][CH2:19][C:20]([O-:22])=O)[CH2:14][CH2:13]1)=[O:11])[C:3]1[CH:8]=[CH:7][CH:6]=[CH:5][CH:4]=1.[NH:44]1[CH2:54][CH2:53][CH2:52][C@@H:46]([C:47]([O:49]CC)=[O:48])[CH2:45]1.OC1NN=NC=1CC1C=CC=CC=1.C1CCC(N=C=NC2CCCCC2)CC1.[OH-].[Li+]. (2) Given the product [C:5]([O:9][C:10]([NH:12][C@@H:13]1[CH2:18][CH2:17][CH2:16][N:15]([C:19]2[N:27]([CH2:28][C:29]3[CH:34]=[C:33]([F:35])[CH:32]=[CH:31][C:30]=3[Cl:36])[C:26]3[C:25](=[O:37])[NH:24][C:23](=[O:47])[N:22]([CH3:48])[C:21]=3[C:20]=2[C:49]([O:51][CH3:52])=[O:50])[CH2:14]1)=[O:11])([CH3:8])([CH3:7])[CH3:6], predict the reactants needed to synthesize it. The reactants are: [Cl-].[Al+3].[Cl-].[Cl-].[C:5]([O:9][C:10]([NH:12][C@@H:13]1[CH2:18][CH2:17][CH2:16][N:15]([C:19]2[N:27]([CH2:28][C:29]3[CH:34]=[C:33]([F:35])[CH:32]=[CH:31][C:30]=3[Cl:36])[C:26]3[C:25](=[O:37])[N:24](CC4C=CC(OC)=CC=4)[C:23](=[O:47])[N:22]([CH3:48])[C:21]=3[C:20]=2[C:49]([O:51][CH3:52])=[O:50])[CH2:14]1)=[O:11])([CH3:8])([CH3:7])[CH3:6].Cl. (3) Given the product [C:35]1([C:44]2[CH:49]=[CH:48][CH:47]=[CH:46][CH:45]=2)[CH:40]=[CH:39][CH:38]=[CH:37][C:36]=1[C:2]1[CH:14]=[CH:13][C:12]2[C:11]3[C:6](=[CH:7][C:8]([C:15]4[CH:20]=[CH:19][C:18]([O:21][CH3:22])=[CH:17][C:16]=4[C:23]4[CH:28]=[CH:27][CH:26]=[CH:25][CH:24]=4)=[CH:9][CH:10]=3)[N:5]([C:29]3[CH:34]=[CH:33][CH:32]=[CH:31][CH:30]=3)[C:4]=2[CH:3]=1, predict the reactants needed to synthesize it. The reactants are: Br[C:2]1[CH:14]=[CH:13][C:12]2[C:11]3[C:6](=[CH:7][C:8]([C:15]4[CH:20]=[CH:19][C:18]([O:21][CH3:22])=[CH:17][C:16]=4[C:23]4[CH:28]=[CH:27][CH:26]=[CH:25][CH:24]=4)=[CH:9][CH:10]=3)[N:5]([C:29]3[CH:34]=[CH:33][CH:32]=[CH:31][CH:30]=3)[C:4]=2[CH:3]=1.[C:35]1([C:44]2[CH:49]=[CH:48][CH:47]=[CH:46][CH:45]=2)[CH:40]=[CH:39][CH:38]=[CH:37][C:36]=1B(O)O.C([O-])([O-])=O.[Na+].[Na+].CCO.